From a dataset of Forward reaction prediction with 1.9M reactions from USPTO patents (1976-2016). Predict the product of the given reaction. (1) Given the reactants [CH3:1][C:2]1([NH:15][C:16]([N:18]2[CH:25]3[CH2:26][CH:21]4[O:22][CH:23]([CH2:27][CH:19]2[CH2:20]4)[CH2:24]3)=[O:17])[CH2:7][CH2:6][N:5](C(OC(C)(C)C)=O)[CH2:4][CH2:3]1.[ClH:28], predict the reaction product. The product is: [ClH:28].[CH3:1][C:2]1([NH:15][C:16]([N:18]2[CH:25]3[CH2:26][CH:21]4[O:22][CH:23]([CH2:27][CH:19]2[CH2:20]4)[CH2:24]3)=[O:17])[CH2:3][CH2:4][NH:5][CH2:6][CH2:7]1. (2) Given the reactants [CH2:1]([N:8]1[CH2:13][C:12](=O)[NH:11][C@H:10]([CH2:15][C:16]([NH:18][C:19]2[CH:24]=[CH:23][CH:22]=[CH:21][CH:20]=2)=O)[C:9]1=O)[C:2]1[CH:7]=[CH:6][CH:5]=[CH:4][CH:3]=1.C1COCC1.[H-].[Al+3].[Li+].[H-].[H-].[H-].[OH-].[Na+], predict the reaction product. The product is: [CH2:1]([N:8]1[CH2:13][CH2:12][NH:11][C@H:10]([CH2:15][CH2:16][NH:18][C:19]2[CH:24]=[CH:23][CH:22]=[CH:21][CH:20]=2)[CH2:9]1)[C:2]1[CH:3]=[CH:4][CH:5]=[CH:6][CH:7]=1. (3) Given the reactants CC1(C)C(C)(C)OB([C:9]2[CH:15]=[CH:14][CH:13]=[CH:12][C:10]=2[NH2:11])O1.Br[C:18]1[C:23]([Cl:24])=[CH:22][C:21]([C:25]([F:28])([F:27])[F:26])=[CH:20][N:19]=1.C(=O)([O-])[O-].[Na+].[Na+].O, predict the reaction product. The product is: [Cl:24][C:23]1[C:18]([C:9]2[CH:15]=[CH:14][CH:13]=[CH:12][C:10]=2[NH2:11])=[N:19][CH:20]=[C:21]([C:25]([F:27])([F:26])[F:28])[CH:22]=1. (4) Given the reactants [Br:1][C:2]1[C:13](=[O:14])[NH:12][C:5]2[N:6]=[C:7]([S:10][CH3:11])[N:8]=[CH:9][C:4]=2[CH:3]=1.O[CH2:16][CH2:17][O:18][CH:19]1[CH2:22][N:21]([C:23]([O:25][C:26]([CH3:29])([CH3:28])[CH3:27])=[O:24])[CH2:20]1.C1C=CC(P(C2C=CC=CC=2)C2C=CC=CC=2)=CC=1.CC(OC(/N=N/C(OC(C)C)=O)=O)C, predict the reaction product. The product is: [Br:1][C:2]1[C:13](=[O:14])[N:12]([CH2:16][CH2:17][O:18][CH:19]2[CH2:22][N:21]([C:23]([O:25][C:26]([CH3:27])([CH3:29])[CH3:28])=[O:24])[CH2:20]2)[C:5]2[N:6]=[C:7]([S:10][CH3:11])[N:8]=[CH:9][C:4]=2[CH:3]=1. (5) Given the reactants C[CH2:2][C:3]([C:6]([O:8][CH3:9])=[O:7])(C)[CH3:4].C1COCC1.[OH-].[Na+], predict the reaction product. The product is: [CH3:9][O:8][C:6](=[O:7])[C:3]([CH3:4])=[CH2:2].[C:6]([OH:8])(=[O:7])[C:3]([CH3:4])=[CH2:2]. (6) Given the reactants [C:1]1([C:7]2[CH:16]=[CH:15][C:14]3[C:9](=[CH:10][CH:11]=[CH:12][CH:13]=3)[N:8]=2)[CH:6]=[CH:5][CH:4]=[CH:3][CH:2]=1, predict the reaction product. The product is: [C:1]1([C:7]2[CH:16]=[CH:15][C:14]3[CH2:13][CH2:12][CH2:11][CH2:10][C:9]=3[N:8]=2)[CH:2]=[CH:3][CH:4]=[CH:5][CH:6]=1. (7) Given the reactants [CH3:1][C:2]1[CH:7]=[C:6]([N+:8]([O-])=O)[CH:5]=[CH:4][C:3]=1[C:11]1[CH2:16][CH2:15][N:14]([CH:17]=[O:18])[CH2:13][CH:12]=1.[H][H], predict the reaction product. The product is: [NH2:8][C:6]1[CH:5]=[CH:4][C:3]([CH:11]2[CH2:16][CH2:15][N:14]([CH:17]=[O:18])[CH2:13][CH2:12]2)=[C:2]([CH3:1])[CH:7]=1. (8) Given the reactants [CH3:1][C:2]1[C:3]([O:18][CH:19]([CH3:21])[CH3:20])=[CH:4][C:5]2[NH:9][C:8](=[O:10])[N:7]([CH:11]3[CH2:16][CH2:15][NH:14][CH2:13][CH2:12]3)[C:6]=2[CH:17]=1.[O:22]1[CH2:27][CH2:26][C:25](=O)[CH2:24][CH2:23]1.C(N(CC)CC)C.C(O[BH-](OC(=O)C)OC(=O)C)(=O)C.[Na+].[OH-].[Na+].[ClH:52], predict the reaction product. The product is: [ClH:52].[CH3:1][C:2]1[C:3]([O:18][CH:19]([CH3:21])[CH3:20])=[CH:4][C:5]2[NH:9][C:8](=[O:10])[N:7]([CH:11]3[CH2:12][CH2:13][N:14]([CH:25]4[CH2:26][CH2:27][O:22][CH2:23][CH2:24]4)[CH2:15][CH2:16]3)[C:6]=2[CH:17]=1. (9) Given the reactants O.[F:2][C:3]1[C:8](F)=[CH:7][CH:6]=[CH:5][C:4]=1C1C=C2C(=CC=1)NN=C2C(NCC1CCN(CC2OC=C(C(O)=O)N=2)CC1)=[O:20].Br[C:39]1[CH:40]=[C:41]2[C:45](=[CH:46][CH:47]=1)[NH:44][N:43]=[C:42]2[C:48]([NH:50][CH2:51][CH:52]1[CH2:57][CH2:56][N:55]([CH2:58][C:59]2[O:63][C:62]([C:64]([O:66]CC)=[O:65])=[CH:61][CH:60]=2)[CH2:54][CH2:53]1)=[O:49].FC1C=CC=CC=1B(O)O, predict the reaction product. The product is: [OH2:20].[F:2][C:3]1[CH:8]=[CH:7][CH:6]=[CH:5][C:4]=1[C:39]1[CH:40]=[C:41]2[C:45](=[CH:46][CH:47]=1)[NH:44][N:43]=[C:42]2[C:48]([NH:50][CH2:51][CH:52]1[CH2:53][CH2:54][N:55]([CH2:58][C:59]2[O:63][C:62]([C:64]([OH:66])=[O:65])=[CH:61][CH:60]=2)[CH2:56][CH2:57]1)=[O:49].